From a dataset of Reaction yield outcomes from USPTO patents with 853,638 reactions. Predict the reaction yield, written as a fraction of the theoretical maximum amount of product (1.0 means a 100% yield; for example, 0.34 means a 34% yield). (1) The reactants are [OH:1][C:2]1[CH:7]=[CH:6][C:5]([C:8]2[CH:9]=[C:10]([C:31]([OH:33])=O)[C:11]3[C:16](/[CH:17]=[CH:18]/[C:19]4[CH:24]=[CH:23][CH:22]=[CH:21][CH:20]=4)=[N:15][N:14]([CH:25]4[CH2:30][CH2:29][CH2:28][CH2:27][O:26]4)[C:12]=3[N:13]=2)=[CH:4][CH:3]=1.C(N1CCNCC1)(OC(C)(C)C)=O.[C:47]([O:51][C:52]([N:54]1[CH2:59][CH2:58][NH:57][C@@H:56]([CH2:60][OH:61])[CH2:55]1)=[O:53])([CH3:50])([CH3:49])[CH3:48]. No catalyst specified. The product is [C:47]([O:51][C:52]([N:54]1[CH2:59][CH2:58][N:57]([C:31]([C:10]2[C:11]3[C:16](/[CH:17]=[CH:18]/[C:19]4[CH:24]=[CH:23][CH:22]=[CH:21][CH:20]=4)=[N:15][N:14]([CH:25]4[CH2:30][CH2:29][CH2:28][CH2:27][O:26]4)[C:12]=3[N:13]=[C:8]([C:5]3[CH:4]=[CH:3][C:2]([OH:1])=[CH:7][CH:6]=3)[CH:9]=2)=[O:33])[C@@H:56]([CH2:60][OH:61])[CH2:55]1)=[O:53])([CH3:50])([CH3:49])[CH3:48]. The yield is 0.280. (2) The reactants are [NH2:1][C:2]1[C:10]([CH3:11])=[C:9]([O:12][CH3:13])[CH:8]=[CH:7][C:3]=1[C:4]([NH2:6])=[O:5].[C:14](N)(=O)[C:15]1C=CC=C[CH:16]=1.C(Cl)(=O)C. No catalyst specified. The product is [CH3:13][O:12][C:9]1[C:10]([CH3:11])=[C:2]2[C:3]([C:4]([OH:5])=[N:6][C:14]([CH2:15][CH3:16])=[N:1]2)=[CH:7][CH:8]=1. The yield is 1.00.